From a dataset of Reaction yield outcomes from USPTO patents with 853,638 reactions. Predict the reaction yield, written as a fraction of the theoretical maximum amount of product (1.0 means a 100% yield; for example, 0.34 means a 34% yield). (1) The reactants are CS(O[CH:6]1[CH2:10][CH2:9][N:8]([C:11]([O:13][C:14]([CH3:17])([CH3:16])[CH3:15])=[O:12])[CH2:7]1)(=O)=O.[NH2:18][C:19]1[S:20][C:21]2[CH:27]=[C:26]([SH:28])[CH:25]=[CH:24][C:22]=2[N:23]=1.C(=O)([O-])[O-].[K+].[K+].[BH4-].[Na+]. The catalyst is CC#N.CO. The product is [NH2:18][C:19]1[S:20][C:21]2[CH:27]=[C:26]([S:28][CH:6]3[CH2:10][CH2:9][N:8]([C:11]([O:13][C:14]([CH3:15])([CH3:16])[CH3:17])=[O:12])[CH2:7]3)[CH:25]=[CH:24][C:22]=2[N:23]=1. The yield is 0.490. (2) The reactants are [Br:1][C:2]1[CH:7]=[CH:6][C:5]([S:8](Cl)(=[O:10])=[O:9])=[C:4]([O:12][C:13]([F:16])([F:15])[F:14])[CH:3]=1.[CH:17]1([CH2:20][NH2:21])[CH2:19][CH2:18]1. The catalyst is ClCCl. The product is [Br:1][C:2]1[CH:7]=[CH:6][C:5]([S:8]([NH:21][CH2:20][CH:17]2[CH2:19][CH2:18]2)(=[O:10])=[O:9])=[C:4]([O:12][C:13]([F:16])([F:15])[F:14])[CH:3]=1. The yield is 0.910. (3) The reactants are [C:1]1([C:7]#[C:8][Si](C)(C)C)[CH:6]=[CH:5][CH:4]=[CH:3][CH:2]=1.[F:13][C:14]1[CH:22]=[CH:21][CH:20]=[CH:19][C:15]=1[C:16](Cl)=O.O.[NH2:24][NH2:25]. The catalyst is CC1C(C)=NC(=O)N=1.C(OCC)(=O)C.Cl[Cu]. The product is [F:13][C:14]1[CH:22]=[CH:21][CH:20]=[CH:19][C:15]=1[C:16]1[CH:8]=[C:7]([C:1]2[CH:6]=[CH:5][CH:4]=[CH:3][CH:2]=2)[NH:25][N:24]=1. The yield is 0.700. (4) The reactants are [F:1][C:2]1[CH:3]=[C:4]2[C:9](=[CH:10][C:11]=1[CH3:12])[NH:8][C:7](=[O:13])[CH2:6][CH2:5]2.[H-].[Na+].Cl[CH2:17][CH2:18][CH2:19]I.[CH2:21]([O:24][CH:25]1[CH2:30][CH2:29][NH:28][CH2:27][CH2:26]1)[CH2:22][CH3:23].[Na+].[I-].C([O-])([O-])=O.[K+].[K+]. The catalyst is CN(C=O)C. The product is [F:1][C:2]1[CH:3]=[C:4]2[C:9](=[CH:10][C:11]=1[CH3:12])[N:8]([CH2:17][CH2:18][CH2:19][N:28]1[CH2:29][CH2:30][CH:25]([O:24][CH2:21][CH2:22][CH3:23])[CH2:26][CH2:27]1)[C:7](=[O:13])[CH2:6][CH2:5]2. The yield is 0.560.